From a dataset of Catalyst prediction with 721,799 reactions and 888 catalyst types from USPTO. Predict which catalyst facilitates the given reaction. Reactant: C(OC(=O)[NH:10][CH2:11][C:12]([N:14]1[CH2:20][CH2:19][CH2:18][CH2:17][CH2:16][CH2:15]1)=[O:13])C1C=CC=CC=1. Product: [NH2:10][CH2:11][C:12]([N:14]1[CH2:20][CH2:19][CH2:18][CH2:17][CH2:16][CH2:15]1)=[O:13]. The catalyst class is: 5.